Dataset: Catalyst prediction with 721,799 reactions and 888 catalyst types from USPTO. Task: Predict which catalyst facilitates the given reaction. (1) Reactant: [CH2:1]([NH:8][C:9]1([C:12]2[CH:17]=[CH:16][C:15]([C:18]#[C:19][Si](C)(C)C)=[CH:14][CH:13]=2)[CH2:11][CH2:10]1)[C:2]1[CH:7]=[CH:6][CH:5]=[CH:4][CH:3]=1.C(=O)([O-])[O-].[K+].[K+]. Product: [CH2:1]([NH:8][C:9]1([C:12]2[CH:13]=[CH:14][C:15]([C:18]#[CH:19])=[CH:16][CH:17]=2)[CH2:11][CH2:10]1)[C:2]1[CH:3]=[CH:4][CH:5]=[CH:6][CH:7]=1. The catalyst class is: 5. (2) Reactant: COC[O:4][C@@H:5]1[CH2:18][CH2:17][C@H:16]2[C@@H:7]([CH2:8][C@H:9]3[C@H:14]([CH2:15]2)[C@H:13]2[CH2:19][CH:20]=[C:21]([C:22]#[N:23])[C@:12]2([CH3:24])[CH2:11][CH2:10]3)[CH2:6]1.Cl. Product: [OH:4][C@@H:5]1[CH2:18][CH2:17][C@H:16]2[C@@H:7]([CH2:8][C@H:9]3[C@H:14]([CH2:15]2)[C@H:13]2[CH2:19][CH:20]=[C:21]([C:22]#[N:23])[C@:12]2([CH3:24])[CH2:11][CH2:10]3)[CH2:6]1. The catalyst class is: 5. (3) Reactant: [C:1]([O:7][C:8]1[C:9]([CH3:18])=[C:10]2[N:15]([CH:16]=1)[N:14]=[CH:13][N:12]=[C:11]2Cl)(=[O:6])[C:2]([CH3:5])([CH3:4])[CH3:3].[F:19][C:20]1[CH:21]=[C:22]([NH:27][C:28]([NH:30][C:31](=[O:39])[CH2:32][C:33]2[CH:38]=[CH:37][CH:36]=[CH:35][CH:34]=2)=[S:29])[CH:23]=[CH:24][C:25]=1[OH:26].C(=O)([O-])[O-].[Cs+].[Cs+]. Product: [C:1]([O:7][C:8]1[C:9]([CH3:18])=[C:10]2[N:15]([CH:16]=1)[N:14]=[CH:13][N:12]=[C:11]2[O:26][C:25]1[CH:24]=[CH:23][C:22]([NH:27][C:28]([NH:30][C:31](=[O:39])[CH2:32][C:33]2[CH:34]=[CH:35][CH:36]=[CH:37][CH:38]=2)=[S:29])=[CH:21][C:20]=1[F:19])(=[O:6])[C:2]([CH3:5])([CH3:4])[CH3:3]. The catalyst class is: 3. (4) Reactant: [NH:1]1[CH2:6][CH2:5][CH:4]([CH2:7][C:8]([OH:10])=[O:9])[CH2:3][CH2:2]1.[CH2:11]=O. Product: [CH3:11][N:1]1[CH2:6][CH2:5][CH:4]([CH2:7][C:8]([OH:10])=[O:9])[CH2:3][CH2:2]1. The catalyst class is: 522. (5) Reactant: [Br:1][C:2]1[CH:3]=[C:4]([CH2:28][CH:29]([OH:34])[C:30]([O:32][CH3:33])=[O:31])[CH:5]=[C:6]([Br:27])[C:7]=1[O:8][C:9]1[CH:14]=[C:13](/[CH:15]=[CH:16]/[C:17]2[CH:22]=[CH:21][N:20]=[CH:19][CH:18]=2)[C:12]([OH:23])=[C:11]([CH:24]([CH3:26])[CH3:25])[CH:10]=1. Product: [Br:1][C:2]1[CH:3]=[C:4]([CH2:28][CH:29]([OH:34])[C:30]([O:32][CH3:33])=[O:31])[CH:5]=[C:6]([Br:27])[C:7]=1[O:8][C:9]1[CH:14]=[C:13]([CH2:15][CH2:16][C:17]2[CH:18]=[CH:19][N:20]=[CH:21][CH:22]=2)[C:12]([OH:23])=[C:11]([CH:24]([CH3:26])[CH3:25])[CH:10]=1. The catalyst class is: 458. (6) The catalyst class is: 5. Product: [OH:33][CH:30]([C:6]1[CH:7]=[C:8]2[C:13](=[C:4]([C:2]([NH2:1])=[O:3])[CH:5]=1)[N:12]=[CH:11][N:10]=[C:9]2[NH:14][CH2:15][C:16]1[CH:21]=[CH:20][CH:19]=[C:18]([NH:22][C:23](=[O:29])[C:4]2[CH:2]=[CH:40][C:39]([O:38][CH3:37])=[CH:8][CH:13]=2)[CH:17]=1)[CH2:31][OH:32]. Reactant: [NH2:1][C:2]([C:4]1[CH:5]=[C:6]([CH:30]([OH:33])[CH2:31][OH:32])[CH:7]=[C:8]2[C:13]=1[N:12]=[CH:11][N:10]=[C:9]2[NH:14][CH2:15][C:16]1[CH:17]=[C:18]([NH:22][C:23](=[O:29])OC(C)(C)C)[CH:19]=[CH:20][CH:21]=1)=[O:3].Cl.O1[CH2:40][CH2:39][O:38][CH2:37]C1. (7) Reactant: [C:1]([NH:7][CH2:8][C:9]1[CH:14]=[CH:13][C:12]([C:15]2[CH:20]=[CH:19][CH:18]=[CH:17][C:16]=2[C:21]2[N:25]([C:26]([C:39]3[CH:44]=[CH:43][CH:42]=[CH:41][CH:40]=3)([C:33]3[CH:38]=[CH:37][CH:36]=[CH:35][CH:34]=3)[C:27]3[CH:32]=[CH:31][CH:30]=[CH:29][CH:28]=3)[N:24]=[N:23][N:22]=2)=[CH:11][CH:10]=1)(=O)[CH2:2][CH2:3][CH2:4][CH3:5].[H-].[Al+3].[Li+].[H-].[H-].[H-].O.[OH-].[Na+]. Product: [CH2:1]([NH:7][CH2:8][C:9]1[CH:10]=[CH:11][C:12]([C:15]2[CH:20]=[CH:19][CH:18]=[CH:17][C:16]=2[C:21]2[N:25]([C:26]([C:27]3[CH:28]=[CH:29][CH:30]=[CH:31][CH:32]=3)([C:39]3[CH:40]=[CH:41][CH:42]=[CH:43][CH:44]=3)[C:33]3[CH:34]=[CH:35][CH:36]=[CH:37][CH:38]=3)[N:24]=[N:23][N:22]=2)=[CH:13][CH:14]=1)[CH2:2][CH2:3][CH2:4][CH3:5]. The catalyst class is: 7. (8) Reactant: [OH-].[Na+].[Cl:3][C:4]1[CH:26]=[C:25]([C:27]([NH:29][CH2:30][C:31]2[CH:36]=[CH:35][CH:34]=[C:33]([O:37]C(C3C=CSC=3)=O)[CH:32]=2)=[O:28])[CH:24]=[C:23]([CH3:45])[C:5]=1[C:6]([NH:8][C@H:9]([C:19]([O:21]C)=[O:20])[CH2:10][NH:11][C:12]([C:14]1[CH:18]=[CH:17][S:16][CH:15]=1)=[O:13])=[O:7]. Product: [Cl:3][C:4]1[CH:26]=[C:25]([C:27]([NH:29][CH2:30][C:31]2[CH:36]=[CH:35][CH:34]=[C:33]([OH:37])[CH:32]=2)=[O:28])[CH:24]=[C:23]([CH3:45])[C:5]=1[C:6]([NH:8][C@H:9]([C:19]([OH:21])=[O:20])[CH2:10][NH:11][C:12]([C:14]1[CH:18]=[CH:17][S:16][CH:15]=1)=[O:13])=[O:7]. The catalyst class is: 5.